This data is from Full USPTO retrosynthesis dataset with 1.9M reactions from patents (1976-2016). The task is: Predict the reactants needed to synthesize the given product. The reactants are: FC(F)(F)S([C:6]1[C:19]2=[CH:20][CH:21]=[CH:22][C:17]3=[C:18]2[C:9]([O:10][C:11]2[CH:12]=[CH:13][CH:14]=[CH:15][C:16]=23)=[CH:8][CH:7]=1)(=O)=O.[B:25]1([B:25]2[O:29][C:28]([CH3:31])([CH3:30])[C:27]([CH3:33])([CH3:32])[O:26]2)[O:29][C:28]([CH3:31])([CH3:30])[C:27]([CH3:33])([CH3:32])[O:26]1.C([O-])(=O)C.[K+].O. Given the product [CH:22]1[C:17]2=[C:18]3[C:9]([O:10][C:11]4[CH:12]=[CH:13][CH:14]=[CH:15][C:16]=42)=[CH:8][CH:7]=[C:6]([B:25]2[O:29][C:28]([CH3:31])([CH3:30])[C:27]([CH3:33])([CH3:32])[O:26]2)[C:19]3=[CH:20][CH:21]=1, predict the reactants needed to synthesize it.